Task: Predict the product of the given reaction.. Dataset: Forward reaction prediction with 1.9M reactions from USPTO patents (1976-2016) Given the reactants [OH:1][C:2]1[CH:3]=[C:4]([CH:8]=[CH:9][C:10]=1[OH:11])[C:5]([OH:7])=O.CCN=C=NCCCN(C)C.CCN(C(C)C)C(C)C.C1C=CC2N(O)N=NC=2C=1.[NH2:42][CH2:43][CH2:44][CH2:45][CH2:46][CH2:47][NH:48][C:49](=[O:75])[CH2:50][C@@H:51]1[N:57]=[C:56]([C:58]2[CH:63]=[CH:62][C:61]([Cl:64])=[CH:60][CH:59]=2)[C:55]2[CH:65]=[C:66]([O:69][CH3:70])[CH:67]=[CH:68][C:54]=2[N:53]2[C:71]([CH3:74])=[N:72][N:73]=[C:52]12, predict the reaction product. The product is: [Cl:64][C:61]1[CH:62]=[CH:63][C:58]([C:56]2[C:55]3[CH:65]=[C:66]([O:69][CH3:70])[CH:67]=[CH:68][C:54]=3[N:53]3[C:71]([CH3:74])=[N:72][N:73]=[C:52]3[C@H:51]([CH2:50][C:49]([NH:48][CH2:47][CH2:46][CH2:45][CH2:44][CH2:43][NH:42][C:5](=[O:7])[C:4]3[CH:8]=[CH:9][C:10]([OH:11])=[C:2]([OH:1])[CH:3]=3)=[O:75])[N:57]=2)=[CH:59][CH:60]=1.